This data is from Full USPTO retrosynthesis dataset with 1.9M reactions from patents (1976-2016). The task is: Predict the reactants needed to synthesize the given product. (1) Given the product [F:1][C:2]1[CH:7]=[CH:6][C:5]([C:8]2([OH:14])[CH2:9][CH2:10][N:11]([C:16]3[CH:17]=[CH:18][C:19]4[N:20]([C:22]([C:25]([F:26])([F:28])[F:27])=[N:23][N:24]=4)[N:21]=3)[CH2:12][CH2:13]2)=[CH:4][CH:3]=1, predict the reactants needed to synthesize it. The reactants are: [F:1][C:2]1[CH:7]=[CH:6][C:5]([C:8]2([OH:14])[CH2:13][CH2:12][NH:11][CH2:10][CH2:9]2)=[CH:4][CH:3]=1.Cl[C:16]1[CH:17]=[CH:18][C:19]2[N:20]([C:22]([C:25]([F:28])([F:27])[F:26])=[N:23][N:24]=2)[N:21]=1. (2) Given the product [C:1]([C:3]1[C:4]([N:18]2[CH2:23][CH2:22][N:21]([C:25]([NH:24][C:27]3[CH:32]=[CH:31][CH:30]=[C:29]([S:33][CH3:34])[CH:28]=3)=[O:26])[CH2:20][CH2:19]2)=[N:5][C:6]([C:14]([F:15])([F:17])[F:16])=[C:7]([CH:13]=1)[C:8]([O:10][CH2:11][CH3:12])=[O:9])#[N:2], predict the reactants needed to synthesize it. The reactants are: [C:1]([C:3]1[C:4]([N:18]2[CH2:23][CH2:22][NH:21][CH2:20][CH2:19]2)=[N:5][C:6]([C:14]([F:17])([F:16])[F:15])=[C:7]([CH:13]=1)[C:8]([O:10][CH2:11][CH3:12])=[O:9])#[N:2].[N:24]([C:27]1[CH:32]=[CH:31][CH:30]=[C:29]([S:33][CH3:34])[CH:28]=1)=[C:25]=[O:26].